Task: Binary Classification. Given a drug SMILES string, predict its activity (active/inactive) in a high-throughput screening assay against a specified biological target.. Dataset: Cav3 T-type calcium channel HTS with 100,875 compounds (1) The molecule is S(c1n(c(nn1)COc1ccccc1)c1ccccc1)Cc1oc(nn1)c1ccc(cc1)C. The result is 1 (active). (2) The result is 0 (inactive). The compound is o1c(N2CCN(CC2)c2ccc(OC)cc2)c(nc1Cc1ccccc1)C#N. (3) The drug is Brc1c(c2oc(nn2)CSc2n3c(n(CCC)c(=O)c4c3cccc4)nn2)cccc1. The result is 0 (inactive). (4) The result is 0 (inactive). The molecule is O=C(NN1CCCCC1)c1cc(OC)c(OC)cc1. (5) The compound is O=c1[nH]c2c(CCCC2)c(c1)c1ccccc1. The result is 0 (inactive). (6) The compound is s1c(c2nn(nn2)CC(=O)Nc2c(c(ccc2)C)C)ccc1. The result is 0 (inactive). (7) The drug is s1c2nc(n(n3cccc3)c(=O)c2c(c2sccc2)c1)C. The result is 0 (inactive).